From a dataset of Forward reaction prediction with 1.9M reactions from USPTO patents (1976-2016). Predict the product of the given reaction. (1) Given the reactants [NH2:1][C:2]1[CH:9]=[CH:8][CH:7]=[CH:6][C:3]=1[C:4]#[N:5].[S-:10][C:11]#[N:12].[K+].BrBr.O, predict the reaction product. The product is: [NH2:1][C:2]1[CH:9]=[CH:8][C:7]([S:10][C:11]#[N:12])=[CH:6][C:3]=1[C:4]#[N:5]. (2) Given the reactants NC1N(C2C=C(CC(OCC)=O)C=CC=2)N=C(C2C=CSC=2)C=1.[NH2:24][C:25]1[N:29]([C:30]2[CH:31]=[C:32]([CH:36]([CH3:42])[C:37]([O:39]CC)=[O:38])[CH:33]=[CH:34][CH:35]=2)[N:28]=[C:27]([C:43]2[CH:47]=[CH:46][S:45][CH:44]=2)[CH:26]=1.[Cl:48][C:49]1[C:54]([Cl:55])=[CH:53][CH:52]=[CH:51][C:50]=1[N:56]=[C:57]=[O:58], predict the reaction product. The product is: [Cl:48][C:49]1[C:54]([Cl:55])=[CH:53][CH:52]=[CH:51][C:50]=1[NH:56][C:57](=[O:58])[NH:24][C:25]1[N:29]([C:30]2[CH:31]=[C:32]([CH:36]([CH3:42])[C:37]([OH:39])=[O:38])[CH:33]=[CH:34][CH:35]=2)[N:28]=[C:27]([C:43]2[CH:47]=[CH:46][S:45][CH:44]=2)[CH:26]=1. (3) Given the reactants [F:1][C:2]1[C:11]2[C:6](=[CH:7][CH:8]=[CH:9][CH:10]=2)[C:5]([CH2:12][NH:13][CH3:14])=[CH:4][CH:3]=1.CNCC1C=CC2C(=CC=CC=2)C=1CCC.[ClH:31].[N:32]1([CH2:38][CH2:39][N:40]2[CH2:45][C:44]3[CH:46]=[C:47](/[CH:50]=[CH:51]/[C:52]([OH:54])=O)[CH:48]=[N:49][C:43]=3[NH:42][C:41]2=[O:55])[CH2:37][CH2:36][O:35][CH2:34][CH2:33]1, predict the reaction product. The product is: [ClH:31].[F:1][C:2]1[C:11]2[C:6](=[CH:7][CH:8]=[CH:9][CH:10]=2)[C:5]([CH2:12][N:13]([CH3:14])[C:52](=[O:54])/[CH:51]=[CH:50]/[C:47]2[CH:48]=[N:49][C:43]3[NH:42][C:41](=[O:55])[N:40]([CH2:39][CH2:38][N:32]4[CH2:37][CH2:36][O:35][CH2:34][CH2:33]4)[CH2:45][C:44]=3[CH:46]=2)=[CH:4][CH:3]=1. (4) Given the reactants [C:1]([OH:8])(=[O:7])/[CH:2]=[CH:3]/[C:4]([OH:6])=[O:5].[P:9]([O-:45])([OH:44])([O:11][CH2:12][N+:13]1[C:17]([CH3:18])=[CH:16][N:15]([C:19]2[CH:24]=[CH:23][C:22](/[CH:25]=[C:26]3/[C:27](=[O:41])[N:28]([C@H:32]([C:34]4[CH:39]=[CH:38][C:37]([F:40])=[CH:36][CH:35]=4)[CH3:33])[CH2:29][CH2:30][CH2:31]/3)=[CH:21][C:20]=2[O:42][CH3:43])[CH:14]=1)=[O:10], predict the reaction product. The product is: [C:1]([O-:8])(=[O:7])/[CH:2]=[CH:3]/[C:4]([OH:6])=[O:5].[P:9]([OH:44])([OH:45])([O:11][CH2:12][N+:13]1[C:17]([CH3:18])=[CH:16][N:15]([C:19]2[CH:24]=[CH:23][C:22](/[CH:25]=[C:26]3/[C:27](=[O:41])[N:28]([C@H:32]([C:34]4[CH:35]=[CH:36][C:37]([F:40])=[CH:38][CH:39]=4)[CH3:33])[CH2:29][CH2:30][CH2:31]/3)=[CH:21][C:20]=2[O:42][CH3:43])[CH:14]=1)=[O:10]. (5) Given the reactants [CH2:1]([O:8][C:9]1[CH:10]=[C:11]([CH:17]=[C:18]([O:21][CH:22]([CH3:24])[CH3:23])[C:19]=1I)[C:12]([O:14][CH2:15][CH3:16])=[O:13])[C:2]1[CH:7]=[CH:6][CH:5]=[CH:4][CH:3]=1.P([O-])([O-])([O-])=O.[K+].[K+].[K+].[F:33][C:34]1[CH:39]=[CH:38][C:37](B(O)O)=[CH:36][CH:35]=1.C1(P(C2CCCCC2)C2CCCCC2)CCCCC1, predict the reaction product. The product is: [CH2:1]([O:8][C:9]1[CH:10]=[C:11]([C:12]([O:14][CH2:15][CH3:16])=[O:13])[CH:17]=[C:18]([O:21][CH:22]([CH3:24])[CH3:23])[C:19]=1[C:37]1[CH:38]=[CH:39][C:34]([F:33])=[CH:35][CH:36]=1)[C:2]1[CH:7]=[CH:6][CH:5]=[CH:4][CH:3]=1. (6) Given the reactants [NH2:1][C:2]([NH:6][C@@H:7]1[CH2:12][CH2:11][CH2:10][CH2:9][C@@H:8]1[NH:13][C:14]1[C:23]2[C:18](=[CH:19][CH:20]=[C:21]([CH3:24])[CH:22]=2)[N:17]=[C:16]([C:25]([NH:27][CH2:28][CH2:29][O:30][CH3:31])=[O:26])[N:15]=1)=[N:3][O:4][CH3:5].C(OCC)(=O)C.[ClH:38].C(OCC)C, predict the reaction product. The product is: [ClH:38].[ClH:38].[NH2:1][C:2]([NH:6][C@@H:7]1[CH2:12][CH2:11][CH2:10][CH2:9][C@@H:8]1[NH:13][C:14]1[C:23]2[C:18](=[CH:19][CH:20]=[C:21]([CH3:24])[CH:22]=2)[N:17]=[C:16]([C:25]([NH:27][CH2:28][CH2:29][O:30][CH3:31])=[O:26])[N:15]=1)=[N:3][O:4][CH3:5]. (7) Given the reactants [Na].C([O:5][C@@H:6]1[C@@H:11]([CH2:12][O:13]C(=O)C)[O:10][CH2:9][CH:8]=[CH:7]1)(=O)C, predict the reaction product. The product is: [CH2:9]1[O:10][C@H:11]([CH2:12][OH:13])[C@@H:6]([OH:5])[CH:7]=[CH:8]1. (8) Given the reactants Br[C:2]1[CH:7]=[CH:6][C:5]([S:8]([NH:11][C:12]2[CH:17]=[CH:16][C:15]([Cl:18])=[CH:14][C:13]=2[C:19]([C:21]2[CH:26]=[CH:25][N:24]=[CH:23][CH:22]=2)=[O:20])(=[O:10])=[O:9])=[CH:4][CH:3]=1.C(=O)([O-])[O-].[Na+].[Na+].[C:33]([N:40]1[CH:44]=[CH:43][CH:42]=[C:41]1B(O)O)([O:35][C:36]([CH3:39])([CH3:38])[CH3:37])=[O:34], predict the reaction product. The product is: [C:36]([O:35][C:33]([N:40]1[CH:44]=[CH:43][CH:42]=[C:41]1[C:2]1[CH:3]=[CH:4][C:5]([S:8](=[O:9])(=[O:10])[NH:11][C:12]2[CH:17]=[CH:16][C:15]([Cl:18])=[CH:14][C:13]=2[C:19]([C:21]2[CH:26]=[CH:25][N:24]=[CH:23][CH:22]=2)=[O:20])=[CH:6][CH:7]=1)=[O:34])([CH3:39])([CH3:37])[CH3:38].